From a dataset of Reaction yield outcomes from USPTO patents with 853,638 reactions. Predict the reaction yield, written as a fraction of the theoretical maximum amount of product (1.0 means a 100% yield; for example, 0.34 means a 34% yield). (1) The reactants are [F:1][C:2]([F:29])([F:28])[C:3]1[CH:27]=[CH:26][C:6]2=[N:7][N:8]([C:10]3[CH:11]=[C:12]([CH:18]=[C:19]([C:22]([CH3:25])([CH3:24])[CH3:23])[C:20]=3[OH:21])[CH2:13][CH2:14][C:15]([OH:17])=[O:16])[N:9]=[C:5]2[CH:4]=1.[CH2:30](O)[CH2:31][CH2:32][CH2:33][CH2:34][CH:35]([CH3:37])[CH3:36].O.C1(C)C=CC(S(O)(=O)=O)=CC=1. No catalyst specified. The product is [F:29][C:2]([C:3]1[C:4]2[C:5](=[N:9][N:8]([C:10]3[CH:11]=[C:12]([CH:18]=[C:19]([C:22]([CH3:25])([CH3:24])[CH3:23])[C:20]=3[OH:21])[CH2:13][CH2:14][C:15]([O:17][CH2:30][CH2:31][CH2:32][CH2:33][CH2:34][CH:35]([CH3:37])[CH3:36])=[O:16])[N:7]=2)[CH:6]=[CH:26][CH:27]=1)([F:28])[F:1]. The yield is 0.995. (2) The reactants are COC1C=CC(C[N:8]2[N:12]=[N:11][C:10]([CH2:13][C@H:14]3[CH2:19][CH2:18][C@H:17]([O:20][C:21]([N:23]4[CH2:32][CH2:31][C:30]5[C:25](=[CH:26][CH:27]=[C:28]([NH:33][C:34]([NH:36][C:37]6[CH:42]=[CH:41][CH:40]=[CH:39][C:38]=6[F:43])=[O:35])[CH:29]=5)[CH2:24]4)=[O:22])[CH2:16][CH2:15]3)=[N:9]2)=CC=1.[H][H]. The catalyst is [C].[Pd].C(O)C. The product is [N:11]1[NH:12][N:8]=[N:9][C:10]=1[CH2:13][C@H:14]1[CH2:19][CH2:18][C@H:17]([O:20][C:21]([N:23]2[CH2:32][CH2:31][C:30]3[C:25](=[CH:26][CH:27]=[C:28]([NH:33][C:34]([NH:36][C:37]4[CH:42]=[CH:41][CH:40]=[CH:39][C:38]=4[F:43])=[O:35])[CH:29]=3)[CH2:24]2)=[O:22])[CH2:16][CH2:15]1. The yield is 0.0800. (3) The reactants are [CH3:1][O:2][C:3]1[CH:8]=[CH:7][C:6]([O:9][CH3:10])=[CH:5][C:4]=1[CH2:11][C:12](Cl)=[O:13].[NH2:15][C:16](=[N:22]O)[C:17]([O:19][CH2:20][CH3:21])=[O:18].C(N(CC)C(C)C)(C)C.O. The catalyst is ClCCl. The product is [CH3:1][O:2][C:3]1[CH:8]=[CH:7][C:6]([O:9][CH3:10])=[CH:5][C:4]=1[CH2:11][C:12]1[O:13][N:22]=[C:16]([C:17]([O:19][CH2:20][CH3:21])=[O:18])[N:15]=1. The yield is 0.370. (4) The catalyst is CN(C=O)C. The product is [C:21]1([C:29]2[CH:30]=[CH:31][CH:32]=[CH:33][CH:34]=2)[CH:22]=[CH:23][C:24]([CH2:27][NH:28][C:15]([C@@H:10]2[CH2:11][C@@H:12]([OH:14])[CH2:13][N:9]2[C:7](=[O:8])[C:6]2[CH:18]=[CH:19][CH:20]=[C:4]([O:3][CH2:1][CH3:2])[CH:5]=2)=[O:17])=[CH:25][CH:26]=1. The yield is 0.550. The reactants are [CH2:1]([O:3][C:4]1[CH:5]=[C:6]([CH:18]=[CH:19][CH:20]=1)[C:7]([N:9]1[CH2:13][C@H:12]([OH:14])[CH2:11][C@H:10]1[C:15]([OH:17])=O)=[O:8])[CH3:2].[C:21]1([C:29]2[CH:34]=[CH:33][CH:32]=[CH:31][CH:30]=2)[CH:26]=[CH:25][C:24]([CH2:27][NH2:28])=[CH:23][CH:22]=1.CCN(C(C)C)C(C)C.CN(C(ON1N=NC2C=CC=NC1=2)=[N+](C)C)C.F[P-](F)(F)(F)(F)F. (5) The reactants are [C:1]([O:5][C:6]([NH:8][C:9]([NH:19][C:20]([O:22][C:23]([CH3:26])([CH3:25])[CH3:24])=[O:21])=[N:10][C:11]1[CH:16]=[CH:15][C:14]([CH2:17][OH:18])=[CH:13][CH:12]=1)=[O:7])([CH3:4])([CH3:3])[CH3:2]. The catalyst is C(Cl)Cl.O=[Mn]=O. The product is [C:1]([O:5][C:6]([NH:8][C:9]([NH:19][C:20]([O:22][C:23]([CH3:26])([CH3:25])[CH3:24])=[O:21])=[N:10][C:11]1[CH:16]=[CH:15][C:14]([CH:17]=[O:18])=[CH:13][CH:12]=1)=[O:7])([CH3:4])([CH3:3])[CH3:2]. The yield is 0.930. (6) The reactants are [CH:1]1([C:4](=O)[CH2:5][C:6](=O)[CH3:7])[CH2:3][CH2:2]1.[C:10]([CH2:12][C:13]([NH2:15])=[O:14])#[N:11].N1CCCCC1. The catalyst is CCO. The product is [CH:1]1([C:4]2[CH:5]=[C:6]([CH3:7])[C:12]([C:10]#[N:11])=[C:13]([OH:14])[N:15]=2)[CH2:3][CH2:2]1. The yield is 0.520. (7) The yield is 0.550. The product is [I:16][C:13]1[CH:14]=[CH:15][C:10]([C:8](=[C:20]2[CH2:21][C:22]([CH3:25])([CH3:24])[CH2:23][C:18]([CH3:27])([CH3:17])[CH2:19]2)[C:5]2[CH:6]=[CH:7][C:2]([OH:1])=[CH:3][CH:4]=2)=[CH:11][CH:12]=1. The catalyst is C1COCC1.[Zn].Cl[Ti](Cl)(Cl)Cl. The reactants are [OH:1][C:2]1[CH:7]=[CH:6][C:5]([C:8]([C:10]2[CH:15]=[CH:14][C:13]([I:16])=[CH:12][CH:11]=2)=O)=[CH:4][CH:3]=1.[CH3:17][C:18]1([CH3:27])[CH2:23][C:22]([CH3:25])([CH3:24])[CH2:21][C:20](=O)[CH2:19]1.C([O-])([O-])=O.[K+].[K+].